Dataset: Forward reaction prediction with 1.9M reactions from USPTO patents (1976-2016). Task: Predict the product of the given reaction. (1) The product is: [Cl:67][CH2:65][C:10]1[CH:11]=[C:12]([CH:24]=[CH:25][CH:26]=1)[O:13][C:14]1[CH:19]=[CH:18][C:17]([C:20]([F:23])([F:22])[F:21])=[CH:16][N+:15]=1[O-:35]. Given the reactants C(OP(C[C:10]1[CH:11]=[C:12]([CH:24]=[CH:25][CH:26]=1)[O:13][C:14]1[CH:19]=[CH:18][C:17]([C:20]([F:23])([F:22])[F:21])=[CH:16][N:15]=1)(OCC)=O)C.FC(F)(F)C1C=CC([O:35]C2C=C(C=C3CCC(C(O)=O)CC3)C=CC=2)=NC=1.ClC1C=CC=C(C(OO)=O)C=1.[CH2:65]([Cl:67])Cl, predict the reaction product. (2) Given the reactants Cl.Cl.Cl.[NH:4]1[CH2:9][CH2:8][CH:7]([N:10]2[CH2:13][C:12]([CH2:36][C:37]#[N:38])([N:14]3[CH:18]=[C:17]([C:19]4[C:20]5[CH:27]=[CH:26][N:25]([CH2:28][O:29][CH2:30][CH2:31][Si:32]([CH3:35])([CH3:34])[CH3:33])[C:21]=5[N:22]=[CH:23][N:24]=4)[CH:16]=[N:15]3)[CH2:11]2)[CH2:6][CH2:5]1.C(N(CC)CC)C.[F:46][C:47]1[CH:52]=[CH:51][C:50]([N:53]=[C:54]=[O:55])=[C:49]([C:56]([F:59])([F:58])[F:57])[CH:48]=1, predict the reaction product. The product is: [C:37]([CH2:36][C:12]1([N:14]2[CH:18]=[C:17]([C:19]3[C:20]4[CH:27]=[CH:26][N:25]([CH2:28][O:29][CH2:30][CH2:31][Si:32]([CH3:34])([CH3:33])[CH3:35])[C:21]=4[N:22]=[CH:23][N:24]=3)[CH:16]=[N:15]2)[CH2:11][N:10]([CH:7]2[CH2:8][CH2:9][N:4]([C:54]([NH:53][C:50]3[CH:51]=[CH:52][C:47]([F:46])=[CH:48][C:49]=3[C:56]([F:58])([F:57])[F:59])=[O:55])[CH2:5][CH2:6]2)[CH2:13]1)#[N:38]. (3) Given the reactants [CH2:1]([O:8][C:9]1[C:14](=[O:15])[N:13]2[CH2:16][CH2:17][N:18]([CH2:19][CH2:20][CH2:21][CH3:22])[C:12]2=[N:11][C:10]=1[C:23]([OH:25])=O)[C:2]1[CH:7]=[CH:6][CH:5]=[CH:4][CH:3]=1.[F:26][C:27]1[CH:34]=[CH:33][C:30]([CH2:31][NH2:32])=[CH:29][CH:28]=1, predict the reaction product. The product is: [F:26][C:27]1[CH:34]=[CH:33][C:30]([CH2:31][NH:32][C:23]([C:10]2[N:11]=[C:12]3[N:18]([CH2:19][CH2:20][CH2:21][CH3:22])[CH2:17][CH2:16][N:13]3[C:14](=[O:15])[C:9]=2[O:8][CH2:1][C:2]2[CH:7]=[CH:6][CH:5]=[CH:4][CH:3]=2)=[O:25])=[CH:29][CH:28]=1.